Dataset: Catalyst prediction with 721,799 reactions and 888 catalyst types from USPTO. Task: Predict which catalyst facilitates the given reaction. (1) Reactant: C(OC([NH:11][C:12]1[CH:30]=[CH:29][C:15]2[C:16]3[C:24]([O:25][CH:26]([F:28])[F:27])=[CH:23][CH:22]=[CH:21][C:17]=3[O:18][CH:19]([OH:20])[C:14]=2[C:13]=1Br)=O)C1C=CC=CC=1. Product: [NH2:11][C:12]1[CH:30]=[CH:29][C:15]2[C:16]3[C:24]([O:25][CH:26]([F:28])[F:27])=[CH:23][CH:22]=[CH:21][C:17]=3[O:18][CH:19]([OH:20])[C:14]=2[CH:13]=1. The catalyst class is: 43. (2) Reactant: [OH-].[Na+].CO.[OH:5][C:6]1[C:18]([C:19]([F:22])([F:21])[F:20])=[CH:17][CH:16]=[C:15]([CH2:23][O:24][C:25]2[CH:30]=[CH:29][C:28]([C:31]3[CH:36]=[CH:35][C:34]([CH2:37][C:38]([O:40]C)=[O:39])=[C:33]([CH3:42])[CH:32]=3)=[CH:27][CH:26]=2)[C:7]=1[C:8]([O:10][C:11]([CH3:14])([CH3:13])[CH3:12])=[O:9].Cl. Product: [C:11]([O:10][C:8]([C:7]1[C:6]([OH:5])=[C:18]([C:19]([F:20])([F:21])[F:22])[CH:17]=[CH:16][C:15]=1[CH2:23][O:24][C:25]1[CH:30]=[CH:29][C:28]([C:31]2[CH:36]=[CH:35][C:34]([CH2:37][C:38]([OH:40])=[O:39])=[C:33]([CH3:42])[CH:32]=2)=[CH:27][CH:26]=1)=[O:9])([CH3:14])([CH3:12])[CH3:13]. The catalyst class is: 7. (3) Reactant: Cl.O1CCOCC1.[Cl:8][C:9]1[CH:48]=[CH:47][CH:46]=[CH:45][C:10]=1[CH2:11][C:12]1[C:13]([C:34]([NH:36][CH:37]([CH3:44])[C:38](OC)(OC)[CH3:39])=[O:35])=[N:14][N:15](COC)[C:16]=1[N:17]1[CH2:22][CH2:21][CH2:20][C@@H:19]([NH:23][C:24](=[O:30])[O:25][C:26]([CH3:29])([CH3:28])[CH3:27])[CH2:18]1.C(=O)([O-])O.[Na+].C(OC(OC(C)(C)C)=O)(OC(C)(C)C)=O. Product: [Cl:8][C:9]1[CH:48]=[CH:47][CH:46]=[CH:45][C:10]=1[CH2:11][C:12]1[C:16]([N:17]2[CH2:22][CH2:21][CH2:20][C@@H:19]([NH:23][C:24](=[O:30])[O:25][C:26]([CH3:29])([CH3:28])[CH3:27])[CH2:18]2)=[N:15][N:14]2[C:38]([CH3:39])=[C:37]([CH3:44])[NH:36][C:34](=[O:35])[C:13]=12. The catalyst class is: 38. (4) Reactant: [NH2:1][C:2]1[N:7]=[CH:6][N:5]=[C:4]2[N:8]([C@@H:25]3[CH2:30][CH2:29][CH2:28][N:27]([C:31](=[O:35])[CH2:32][C:33]#[N:34])[CH2:26]3)[N:9]=[C:10]([C:11]3[CH:16]=[CH:15][C:14]([O:17][C:18]4[CH:23]=[CH:22][CH:21]=[CH:20][CH:19]=4)=[CH:13][C:12]=3[F:24])[C:3]=12.[CH:36]1([CH:39]=O)[CH2:38][CH2:37]1.N1CCCCC1.ClCCl. Product: [NH2:1][C:2]1[N:7]=[CH:6][N:5]=[C:4]2[N:8]([C@@H:25]3[CH2:30][CH2:29][CH2:28][N:27]([C:31]([C:32](=[CH:39][CH:36]4[CH2:38][CH2:37]4)[C:33]#[N:34])=[O:35])[CH2:26]3)[N:9]=[C:10]([C:11]3[CH:16]=[CH:15][C:14]([O:17][C:18]4[CH:19]=[CH:20][CH:21]=[CH:22][CH:23]=4)=[CH:13][C:12]=3[F:24])[C:3]=12. The catalyst class is: 5. (5) Reactant: C[Si]([N-][Si](C)(C)C)(C)C.[Na+].[CH3:11][O:12][C:13]([NH:15][C:16]1[CH:21]=[CH:20][CH:19]=[CH:18][C:17]=1[C@H:22]1[C@H:31]([C:32]([O:34][CH3:35])=[O:33])[C:30]2[C:25](=[CH:26][C:27]([O:38][CH3:39])=[C:28]([O:36][CH3:37])[CH:29]=2)[C:24](=[O:40])[N:23]1[CH3:41])=[O:14].C1([Se]Cl)C=CC=CC=1. Product: [CH3:37][O:36][C:28]1[CH:29]=[C:30]2[C:25](=[CH:26][C:27]=1[O:38][CH3:39])[C:24](=[O:40])[N:23]([CH3:41])[C:22]([C:17]1[CH:18]=[CH:19][CH:20]=[CH:21][C:16]=1[NH:15][C:13]([O:12][CH3:11])=[O:14])=[C:31]2[C:32]([O:34][CH3:35])=[O:33]. The catalyst class is: 1.